This data is from Full USPTO retrosynthesis dataset with 1.9M reactions from patents (1976-2016). The task is: Predict the reactants needed to synthesize the given product. (1) Given the product [OH:12][C:10]1[CH:11]=[C:2]([CH:30]([CH3:32])[CH3:31])[CH:3]=[C:4]2[C:9]=1[N:8]=[CH:7][NH:6][C:5]2=[O:29], predict the reactants needed to synthesize it. The reactants are: Br[C:2]1[CH:3]=[C:4]2[C:9](=[C:10]([O:12]COCC[Si](C)(C)C)[CH:11]=1)[N:8]=[CH:7][N:6](COCC[Si](C)(C)C)[C:5]2=[O:29].[CH:30]([Zn]C(C)C)([CH3:32])[CH3:31].[Br-].C([Zn+])C1C=CC=CC=1. (2) Given the product [CH2:1]([O:8][C:9](=[O:10])[NH:11][CH:12]([C:14]1[CH:19]=[C:18]([Cl:20])[C:17]([Cl:21])=[C:16]([CH:22]2[CH2:23][NH:24][CH2:25]2)[C:15]=1[O:33][CH3:34])[CH3:13])[C:2]1[CH:3]=[CH:4][CH:5]=[CH:6][CH:7]=1, predict the reactants needed to synthesize it. The reactants are: [CH2:1]([O:8][C:9]([NH:11][CH:12]([C:14]1[C:15]([O:33][CH3:34])=[C:16]([CH:22]2[CH2:25][N:24](C(OC(C)(C)C)=O)[CH2:23]2)[C:17]([Cl:21])=[C:18]([Cl:20])[CH:19]=1)[CH3:13])=[O:10])[C:2]1[CH:7]=[CH:6][CH:5]=[CH:4][CH:3]=1.FC(F)(F)C(O)=O.C(=O)(O)[O-].[Na+]. (3) Given the product [C:12]1([C:4]2[N:3]=[C:2]([NH:5][C:6]3[CH:11]=[CH:10][CH:9]=[C:8]([O:21][CH3:18])[CH:7]=3)[C:11]3[C:6](=[CH:7][CH:8]=[CH:9][CH:10]=3)[N:5]=2)[CH:17]=[CH:16][CH:15]=[CH:14][CH:13]=1, predict the reactants needed to synthesize it. The reactants are: Cl[C:2]1[C:11]2[C:6](=[CH:7][CH:8]=[CH:9][CH:10]=2)[N:5]=[C:4]([C:12]2[CH:17]=[CH:16][CH:15]=[CH:14][CH:13]=2)[N:3]=1.[C:18](=[O:21])([O-])[O-].[K+].[K+]. (4) Given the product [CH2:1]([O:3][C:4](=[O:28])[CH2:5][C:6]1[CH:11]=[CH:10][C:9]([O:12][CH3:13])=[C:8]([O:14][C:15]2[CH:20]=[CH:19][C:18]([NH:21][S:29]([C:32]3[C:44]4[C:36](=[C:37]([N:38]([CH3:40])[CH3:39])[CH:41]=[CH:42][CH:43]=4)[CH:35]=[CH:34][CH:33]=3)(=[O:31])=[O:30])=[CH:17][C:16]=2[CH2:22][S:23][C:24]([CH3:27])([CH3:26])[CH3:25])[CH:7]=1)[CH3:2], predict the reactants needed to synthesize it. The reactants are: [CH2:1]([O:3][C:4](=[O:28])[CH2:5][C:6]1[CH:11]=[CH:10][C:9]([O:12][CH3:13])=[C:8]([O:14][C:15]2[CH:20]=[CH:19][C:18]([NH2:21])=[CH:17][C:16]=2[CH2:22][S:23][C:24]([CH3:27])([CH3:26])[CH3:25])[CH:7]=1)[CH3:2].[S:29](Cl)([C:32]1[C:44]2[CH:43]=[CH:42][CH:41]=[C:37]([N:38]([CH3:40])[CH3:39])[C:36]=2[CH:35]=[CH:34][CH:33]=1)(=[O:31])=[O:30]. (5) Given the product [C:1]([O:5][C:6]([N:8]1[CH2:13][CH2:12][CH2:11][CH2:10][CH2:9]1)=[O:7])([CH3:4])([CH3:2])[CH3:3], predict the reactants needed to synthesize it. The reactants are: [C:1]([O:5][C:6]([N:8]1[CH2:13][CH2:12][CH:11](NCC(C)C)[CH2:10][CH2:9]1)=[O:7])([CH3:4])([CH3:3])[CH3:2].ClCC1N=CSC=1.[I-].[Na+].C(=O)([O-])[O-].[K+].[K+]. (6) Given the product [NH:1]1[C:9]2[C:4](=[CH:5][CH:6]=[CH:7][CH:8]=2)[C:3](/[CH:10]=[C:11]2\[O:12][C:13]3[C:20]([CH2:21][N:22]4[CH2:23][CH2:24][NH:25][CH2:26][CH2:27]4)=[C:19]([O:35][CH2:36][C:37]4[CH:42]=[CH:41][CH:40]=[CH:39][CH:38]=4)[CH:18]=[CH:17][C:14]=3[C:15]\2=[O:16])=[N:2]1, predict the reactants needed to synthesize it. The reactants are: [NH:1]1[C:9]2[C:4](=[CH:5][CH:6]=[CH:7][CH:8]=2)[C:3](/[CH:10]=[C:11]2\[O:12][C:13]3[C:20]([CH2:21][N:22]4[CH2:27][CH2:26][N:25](C(OC(C)(C)C)=O)[CH2:24][CH2:23]4)=[C:19]([O:35][CH2:36][C:37]4[CH:42]=[CH:41][CH:40]=[CH:39][CH:38]=4)[CH:18]=[CH:17][C:14]=3[C:15]\2=[O:16])=[N:2]1.FC(F)(F)C(O)=O.O.C(=O)([O-])O.[Na+]. (7) Given the product [CH3:21][S:18]([C:13]1[CH:14]=[CH:15][CH:16]=[CH:17][C:12]=1[CH2:11][NH:10][C:6]1[C:5]2[N:4]([N:3]=[C:2]([NH:36][C:33]3[CH:34]=[CH:35][C:30]([CH:27]4[CH2:26][CH2:25][N:24]([CH3:23])[CH2:29][CH2:28]4)=[CH:31][CH:32]=3)[N:22]=2)[CH:9]=[CH:8][CH:7]=1)(=[O:20])=[O:19], predict the reactants needed to synthesize it. The reactants are: Cl[C:2]1[N:22]=[C:5]2[C:6]([NH:10][CH2:11][C:12]3[CH:17]=[CH:16][CH:15]=[CH:14][C:13]=3[S:18]([CH3:21])(=[O:20])=[O:19])=[CH:7][CH:8]=[CH:9][N:4]2[N:3]=1.[CH3:23][N:24]1[CH2:29][CH2:28][CH:27]([C:30]2[CH:35]=[CH:34][C:33]([NH2:36])=[CH:32][CH:31]=2)[CH2:26][CH2:25]1.C1(P(C2CCCCC2)C2C=CC=CC=2C2C=CC=CC=2P(C2CCCCC2)C2CCCCC2)CCCCC1. (8) Given the product [Br:1][C:2]1[CH:3]=[CH:4][C:5]2[O:12][CH2:13][CH2:14][NH:15][C:16](=[O:18])[C:6]=2[CH:11]=1, predict the reactants needed to synthesize it. The reactants are: [Br:1][C:2]1[CH:3]=[CH:4][C:5]([O:12][CH2:13][CH2:14][NH:15][C:16]([O:18]C(C)(C)C)=O)=[C:6]([CH:11]=1)C(OC)=O.C(O)(C(F)(F)F)=O.C(N(CC)CC)C. (9) Given the product [CH3:6][C:5]([S:7]([C:10]1[S:11][CH:12]=[CH:13][CH:14]=1)(=[O:8])=[O:9])([CH2:15][C:20]1[CH:19]=[CH:18][CH:17]=[CH:16][CH:24]=1)[C:4]([OH:3])=[O:21], predict the reactants needed to synthesize it. The reactants are: C([O:3][C:4](=[O:21])[C:5]([C:15]1[CH:20]=[CH:19][CH:18]=[CH:17][CH:16]=1)([S:7]([C:10]1[S:11][CH:12]=[CH:13][CH:14]=1)(=[O:9])=[O:8])[CH3:6])C.[OH-].[Na+].[CH2:24](O)C. (10) Given the product [N:34]1[CH:39]=[CH:38][CH:37]=[C:36]([C:2]2[C:3]([O:32][CH3:33])=[CH:4][C:5]3[CH2:6][CH2:7][N:8]4[C:14]5[C:15](=[O:26])[N:16]([C:22]([CH3:24])([CH3:23])[CH3:25])[CH2:17][CH2:18][CH2:19][CH2:20][CH2:21][C:13]=5[C:12]([C:27]5[S:31][CH:30]=[N:29][CH:28]=5)=[C:9]4[C:10]=3[CH:11]=2)[CH:35]=1, predict the reactants needed to synthesize it. The reactants are: Br[C:2]1[C:3]([O:32][CH3:33])=[CH:4][C:5]2[CH2:6][CH2:7][N:8]3[C:14]4[C:15](=[O:26])[N:16]([C:22]([CH3:25])([CH3:24])[CH3:23])[CH2:17][CH2:18][CH2:19][CH2:20][CH2:21][C:13]=4[C:12]([C:27]4[S:31][CH:30]=[N:29][CH:28]=4)=[C:9]3[C:10]=2[CH:11]=1.[N:34]1[CH:39]=[CH:38][CH:37]=[C:36](B(O)O)[CH:35]=1.C([O-])([O-])=O.[K+].[K+].[OH-].[Na+].Cl.